From a dataset of Full USPTO retrosynthesis dataset with 1.9M reactions from patents (1976-2016). Predict the reactants needed to synthesize the given product. (1) Given the product [F:1][C:2]1[CH:10]=[C:6]([C:7]([NH:19][CH:20]([C:23]2[CH:32]=[CH:31][C:26]([C:27]([OH:29])=[O:28])=[CH:25][CH:24]=2)[CH2:21][CH3:22])=[O:9])[C:5]([O:11][C:12]2[CH:17]=[CH:16][C:15]([F:18])=[CH:14][CH:13]=2)=[N:4][CH:3]=1, predict the reactants needed to synthesize it. The reactants are: [F:1][C:2]1[CH:3]=[N:4][C:5]([O:11][C:12]2[CH:17]=[CH:16][C:15]([F:18])=[CH:14][CH:13]=2)=[C:6]([CH:10]=1)[C:7]([OH:9])=O.[NH2:19][CH:20]([C:23]1[CH:32]=[CH:31][C:26]([C:27]([O:29]C)=[O:28])=[CH:25][CH:24]=1)[CH2:21][CH3:22]. (2) Given the product [C:11]([O:19][C@@H:20]1[CH2:54][N:23]2[C:24](=[O:53])[C@@H:25]([NH:45][C:46]([O:48][C:49]([CH3:51])([CH3:50])[CH3:52])=[O:47])[CH2:26][CH2:27][CH2:28][CH2:29][CH2:30][C:31](=[O:44])[CH2:32][C@@H:33]3[CH2:38][C@@:34]3([C:39]([O:41][CH2:42][CH3:43])=[O:40])[NH:35][C:36](=[O:37])[C@@H:22]2[CH2:21]1)(=[O:18])[C:12]1[CH:13]=[CH:14][CH:15]=[CH:16][CH:17]=1, predict the reactants needed to synthesize it. The reactants are: C(Cl)(=O)C(Cl)=O.CS(C)=O.[C:11]([O:19][C@@H:20]1[CH2:54][N:23]2[C:24](=[O:53])[C@@H:25]([NH:45][C:46]([O:48][C:49]([CH3:52])([CH3:51])[CH3:50])=[O:47])[CH2:26][CH2:27][CH2:28][CH2:29][CH2:30][C@H:31]([OH:44])[CH2:32][C@@H:33]3[CH2:38][C@@:34]3([C:39]([O:41][CH2:42][CH3:43])=[O:40])[NH:35][C:36](=[O:37])[C@@H:22]2[CH2:21]1)(=[O:18])[C:12]1[CH:17]=[CH:16][CH:15]=[CH:14][CH:13]=1.C(N(CC)CC)C.